Dataset: Full USPTO retrosynthesis dataset with 1.9M reactions from patents (1976-2016). Task: Predict the reactants needed to synthesize the given product. Given the product [F:29][C:30]([F:43])([F:42])[S:31]([O:22][C:19]1[CH:18]=[C:17]([CH3:23])[C:16]([N:11]2[C:8]3=[N:9][C:10]4[C:2]([Cl:1])=[CH:3][CH:4]=[C:5]([CH:24]([CH2:25][CH3:26])[CH2:27][CH3:28])[C:6]=4[N:7]3[CH2:15][CH2:14][CH2:13][CH2:12]2)=[CH:21][N:20]=1)(=[O:33])=[O:32], predict the reactants needed to synthesize it. The reactants are: [Cl:1][C:2]1[C:10]2[N:9]=[C:8]3[N:11]([C:16]4[C:17]([CH3:23])=[CH:18][C:19](=[O:22])[NH:20][CH:21]=4)[CH2:12][CH2:13][CH2:14][CH2:15][N:7]3[C:6]=2[C:5]([CH:24]([CH2:27][CH3:28])[CH2:25][CH3:26])=[CH:4][CH:3]=1.[F:29][C:30]([F:43])([F:42])[S:31](O[S:31]([C:30]([F:43])([F:42])[F:29])(=[O:33])=[O:32])(=[O:33])=[O:32].